Dataset: Forward reaction prediction with 1.9M reactions from USPTO patents (1976-2016). Task: Predict the product of the given reaction. Given the reactants Br[C:2]1[CH:7]=[CH:6][CH:5]=[CH:4][C:3]=1[N:8]1[CH2:13][CH2:12][C:11]2[O:14][C:15]([C:17]3[CH:22]=[CH:21][CH:20]=[CH:19][N:18]=3)=[N:16][C:10]=2[CH2:9]1.[NH:23]1[CH2:28][CH2:27][O:26][CH2:25][CH2:24]1.C1C=CC(P(C2C(C3C(P(C4C=CC=CC=4)C4C=CC=CC=4)=CC=C4C=3C=CC=C4)=C3C(C=CC=C3)=CC=2)C2C=CC=CC=2)=CC=1.C(O[Na])(C)(C)C, predict the reaction product. The product is: [O:26]1[CH2:27][CH2:28][N:23]([C:2]2[CH:7]=[CH:6][CH:5]=[CH:4][C:3]=2[N:8]2[CH2:13][CH2:12][C:11]3[O:14][C:15]([C:17]4[CH:22]=[CH:21][CH:20]=[CH:19][N:18]=4)=[N:16][C:10]=3[CH2:9]2)[CH2:24][CH2:25]1.